From a dataset of Forward reaction prediction with 1.9M reactions from USPTO patents (1976-2016). Predict the product of the given reaction. (1) Given the reactants C1C=CC(C(Cl)(C2C(Cl)=CC=CC=2)C2C=CC=CC=2)=CC=1.[C:22]([N:39]([CH2:47]COCCO)[CH2:40][C:41]1C=CC=[CH:43][CH:42]=1)([O:24][CH2:25][CH:26]1[C:38]2[C:33](=[CH:34][CH:35]=[CH:36][CH:37]=2)[C:32]2[C:27]1=[CH:28][CH:29]=[CH:30][CH:31]=2)=[O:23].N1C=CC=CC=1.CO, predict the reaction product. The product is: [C:22]([N:39]1[CH2:40][CH2:41][CH2:42][CH2:43][CH2:47]1)([O:24][CH2:25][CH:26]1[C:27]2[C:32](=[CH:31][CH:30]=[CH:29][CH:28]=2)[C:33]2[C:38]1=[CH:37][CH:36]=[CH:35][CH:34]=2)=[O:23]. (2) Given the reactants [S:1]([CH2:5][CH2:6][CH2:7][C:8]([OH:10])=[O:9])(=[O:4])(=[O:3])[NH2:2].[CH3:11]OC(OC)OC, predict the reaction product. The product is: [CH3:11][O:9][C:8](=[O:10])[CH2:7][CH2:6][CH2:5][S:1](=[O:4])(=[O:3])[NH2:2]. (3) Given the reactants [Cl:1][C:2]1[CH:3]=[C:4]2[C:8](=[CH:9][CH:10]=1)[NH:7][CH:6]=[C:5]2[CH2:11][N:12]1[C:20]([C:21]2[N:25]([CH3:26])[CH:24]=[C:23]([C:27]([OH:29])=O)[CH:22]=2)=[C:19]2[C:14]([N:15]([CH2:33][CH:34]([CH3:36])[CH3:35])[C:16](=[O:32])[N:17]([CH3:31])[C:18]2=[O:30])=[N:13]1.[CH3:37][N:38]1[CH2:43][CH2:42][N:41]([CH2:44][CH2:45][CH2:46][NH2:47])[CH2:40][CH2:39]1.C(P(=O)(OCC)OCC)#N, predict the reaction product. The product is: [Cl:1][C:2]1[CH:3]=[C:4]2[C:8](=[CH:9][CH:10]=1)[NH:7][CH:6]=[C:5]2[CH2:11][N:12]1[C:20]([C:21]2[N:25]([CH3:26])[CH:24]=[C:23]([C:27]([NH:47][CH2:46][CH2:45][CH2:44][N:41]3[CH2:40][CH2:39][N:38]([CH3:37])[CH2:43][CH2:42]3)=[O:29])[CH:22]=2)=[C:19]2[C:14]([N:15]([CH2:33][CH:34]([CH3:35])[CH3:36])[C:16](=[O:32])[N:17]([CH3:31])[C:18]2=[O:30])=[N:13]1. (4) Given the reactants [NH2:1][C@@H:2]1[C:10]2[C:5](=[C:6]([C:11]3[N:15]=[C:14]([C:16]4[CH:17]=[CH:18][C:19]([O:24][CH:25]([CH3:27])[CH3:26])=[C:20]([CH:23]=4)[C:21]#[N:22])[O:13][N:12]=3)[CH:7]=[CH:8][CH:9]=2)[CH2:4][CH2:3]1.[OH:28][C@@H:29]([C@H:32]([OH:37])[C@H:33]([OH:36])[CH2:34]O)[CH:30]=[O:31].[BH4-].[Na+], predict the reaction product. The product is: [CH:25]([O:24][C:19]1[CH:18]=[CH:17][C:16]([C:14]2[O:13][N:12]=[C:11]([C:6]3[CH:7]=[CH:8][CH:9]=[C:10]4[C:5]=3[CH2:4][CH2:3][C@@H:2]4[NH:1][CH2:34][C@H:33]([OH:36])[C@@H:32]([OH:37])[C@H:29]([OH:28])[CH2:30][OH:31])[N:15]=2)=[CH:23][C:20]=1[C:21]#[N:22])([CH3:27])[CH3:26]. (5) Given the reactants [O-]CC.[K+].C(OCC)(=O)C(OCC)=O.[F:15][C:16]([F:31])([F:30])[C:17](Cl)=[N:18][C:19]1[CH:24]=[CH:23][CH:22]=[C:21]([N+:25]([O-:27])=[O:26])[C:20]=1[CH3:28], predict the reaction product. The product is: [N+:25]([C:21]1[CH:22]=[CH:23][CH:24]=[C:19]2[C:20]=1[CH:28]=[C:17]([C:16]([F:31])([F:30])[F:15])[NH:18]2)([O-:27])=[O:26]. (6) Given the reactants [CH2:1]([O:8][C:9]1[C:18]([N:19]([CH3:21])[CH3:20])=[CH:17][CH:16]=[CH:15][C:10]=1[C:11](OC)=[O:12])[C:2]1[CH:7]=[CH:6][CH:5]=[CH:4][CH:3]=1.[Li+].[BH4-], predict the reaction product. The product is: [CH2:1]([O:8][C:9]1[C:18]([N:19]([CH3:20])[CH3:21])=[CH:17][CH:16]=[CH:15][C:10]=1[CH2:11][OH:12])[C:2]1[CH:3]=[CH:4][CH:5]=[CH:6][CH:7]=1. (7) Given the reactants ClC(OC(Cl)C)=O.C([N:15]1[CH2:20][CH2:19][N:18]([C:21]2[CH:26]=[N:25][CH:24]=[C:23]([Cl:27])[N:22]=2)[CH:17]([CH2:28][CH3:29])[CH2:16]1)C1C=CC=CC=1, predict the reaction product. The product is: [Cl:27][C:23]1[N:22]=[C:21]([N:18]2[CH2:19][CH2:20][NH:15][CH2:16][CH:17]2[CH2:28][CH3:29])[CH:26]=[N:25][CH:24]=1.